Predict the reaction yield, written as a fraction of the theoretical maximum amount of product (1.0 means a 100% yield; for example, 0.34 means a 34% yield). From a dataset of Reaction yield outcomes from USPTO patents with 853,638 reactions. The reactants are [Si]([O:8][C@@H:9]([CH3:34])[C@@H:10]([NH:23][C:24]1[CH:31]=[CH:30][C:27]([C:28]#[N:29])=[C:26]([Cl:32])[C:25]=1[CH3:33])[C:11]1[O:12][C:13]([C:16]2[CH:21]=[CH:20][C:19]([I:22])=[CH:18][CH:17]=2)=[N:14][N:15]=1)(C(C)(C)C)(C)C.CCCC[N+](CCCC)(CCCC)CCCC.[F-]. The product is [Cl:32][C:26]1[C:25]([CH3:33])=[C:24]([NH:23][C@@H:10]([C:11]2[O:12][C:13]([C:16]3[CH:17]=[CH:18][C:19]([I:22])=[CH:20][CH:21]=3)=[N:14][N:15]=2)[C@@H:9]([OH:8])[CH3:34])[CH:31]=[CH:30][C:27]=1[C:28]#[N:29]. The yield is 0.940. The catalyst is C1COCC1.